From a dataset of Peptide-MHC class I binding affinity with 185,985 pairs from IEDB/IMGT. Regression. Given a peptide amino acid sequence and an MHC pseudo amino acid sequence, predict their binding affinity value. This is MHC class I binding data. (1) The peptide sequence is QIYPGIKVR. The MHC is Patr-A0101 with pseudo-sequence Patr-A0101. The binding affinity (normalized) is 0.204. (2) The peptide sequence is AVVSVSPL. The MHC is H-2-Db with pseudo-sequence H-2-Db. The binding affinity (normalized) is 0.257.